From a dataset of Forward reaction prediction with 1.9M reactions from USPTO patents (1976-2016). Predict the product of the given reaction. (1) The product is: [C:1]([O:6][Si:35]([O:42][CH3:43])([O:39][CH3:40])[O:36][CH3:37])(=[O:5])[C:2]([CH3:4])=[CH2:3]. Given the reactants [C:1]([O:6]CCC[Si](O[Si](C)(C)C)(O[Si](C)(C)C)O[Si](C)(C)C)(=[O:5])[C:2]([CH3:4])=[CH2:3].C(OCCC[Si:35]([O:42][CH2:43]C)([O:39][CH2:40]C)[O:36][CH2:37]C)(=O)C(C)=C.C(OCCC[Si](C)(OC)OC)(=O)C(C)=C.C(OCCC[Si](C)(OCC)OCC)(=O)C(C)=C, predict the reaction product. (2) Given the reactants [F:1][C:2]([F:11])([F:10])[C:3]1[CH:8]=[CH:7][NH:6][C:5](=[O:9])[CH:4]=1.C[Si]([N-][Si](C)(C)C)(C)C.[Li+].[CH:22]1([CH2:27][C@@H:28](OS(C(F)(F)F)(=O)=O)[C:29]([O:31][CH3:32])=[O:30])[CH2:26][CH2:25][CH2:24][CH2:23]1, predict the reaction product. The product is: [CH:22]1([CH2:27][C@H:28]([N:6]2[CH:7]=[CH:8][C:3]([C:2]([F:1])([F:10])[F:11])=[CH:4][C:5]2=[O:9])[C:29]([O:31][CH3:32])=[O:30])[CH2:26][CH2:25][CH2:24][CH2:23]1.